Dataset: Forward reaction prediction with 1.9M reactions from USPTO patents (1976-2016). Task: Predict the product of the given reaction. The product is: [Cl:12][C:6]1[CH:7]=[CH:8][C:9]([Cl:11])=[CH:10][C:5]=1[C:3](=[O:4])[CH2:2][N:17]1[C:13](=[O:23])[C:14]2[C:15](=[CH:19][CH:20]=[CH:21][CH:22]=2)[C:16]1=[O:18]. Given the reactants Br[CH2:2][C:3]([C:5]1[CH:10]=[C:9]([Cl:11])[CH:8]=[CH:7][C:6]=1[Cl:12])=[O:4].[C:13]1(=[O:23])[NH:17][C:16](=[O:18])[C:15]2=[CH:19][CH:20]=[CH:21][CH:22]=[C:14]12.[K].O, predict the reaction product.